This data is from Forward reaction prediction with 1.9M reactions from USPTO patents (1976-2016). The task is: Predict the product of the given reaction. (1) Given the reactants [Cl:1][C:2]1[N:9]=[C:8]([Cl:10])[CH:7]=[CH:6][C:3]=1[C:4]#[N:5].[OH:11]S(O)(=O)=O.O.N, predict the reaction product. The product is: [Cl:1][C:2]1[N:9]=[C:8]([Cl:10])[CH:7]=[CH:6][C:3]=1[C:4]([NH2:5])=[O:11]. (2) Given the reactants Br[C:2]1[CH:7]=[CH:6][C:5]([NH:8][C:9]2[O:10][C:11]3[C:17]([CH3:18])=[CH:16][C:15]([CH3:19])=[CH:14][C:12]=3[N:13]=2)=[C:4]([F:20])[CH:3]=1.FC1C=C([B:28]2[O:32][C:31]([CH3:34])([CH3:33])[C:30]([CH3:36])([CH3:35])[O:29]2)C=CC=1NC1OC2C=CC=CC=2N=1, predict the reaction product. The product is: [F:20][C:4]1[CH:3]=[C:2]([B:28]2[O:32][C:31]([CH3:34])([CH3:33])[C:30]([CH3:36])([CH3:35])[O:29]2)[CH:7]=[CH:6][C:5]=1[NH:8][C:9]1[O:10][C:11]2[C:17]([CH3:18])=[CH:16][C:15]([CH3:19])=[CH:14][C:12]=2[N:13]=1. (3) Given the reactants Cl.[Cl:2][C:3]1[CH:4]=[CH:5][C:6]([S:11][C:12]2[CH:17]=[CH:16][CH:15]=[CH:14][CH:13]=2)=[C:7]([CH2:9][NH2:10])[CH:8]=1.[NH2:18][C:19]1[C:40](Cl)=[C:39](C=O)[C:38]([C:44]([F:47])([F:46])[F:45])=[CH:37][C:20]=1[C:21](NCC1C=C(Cl)C=CC=1S(CC)(=O)=O)=[O:22].NC1C=CC(C(F)(F)F)=CC=1C(O)=O.NC1C(Cl)=C(C=O)C(C(F)(F)F)=CC=1C(O)=O, predict the reaction product. The product is: [NH2:18][C:19]1[CH:40]=[CH:39][C:38]([C:44]([F:45])([F:46])[F:47])=[CH:37][C:20]=1[C:21]([NH:10][CH2:9][C:7]1[CH:8]=[C:3]([Cl:2])[CH:4]=[CH:5][C:6]=1[S:11][C:12]1[CH:13]=[CH:14][CH:15]=[CH:16][CH:17]=1)=[O:22]. (4) Given the reactants [NH2:1][C:2]1[C:3](/[CH:9]=[CH:10]/[C:11]([O:13]CC)=O)=[N:4][CH:5]=[C:6]([F:8])[CH:7]=1.C[O-].[Na+].CO, predict the reaction product. The product is: [F:8][C:6]1[CH:7]=[C:2]2[C:3]([CH:9]=[CH:10][C:11](=[O:13])[NH:1]2)=[N:4][CH:5]=1. (5) The product is: [CH3:9][O:8][C:6](=[O:7])/[C:5](=[N:11]\[OH:12])/[C:4]([CH:1]1[CH2:3][CH2:2]1)=[O:10]. Given the reactants [CH:1]1([C:4](=[O:10])[CH2:5][C:6]([O:8][CH3:9])=[O:7])[CH2:3][CH2:2]1.[N:11]([O-])=[O:12].[Na+], predict the reaction product. (6) Given the reactants [OH:1][CH2:2][C@@H:3]1[S:7][CH2:6][CH2:5][O:4]1.[C:8](Cl)(=[O:15])[C:9]1[CH:14]=[CH:13][CH:12]=[CH:11][CH:10]=1.C(N(CC)CC)C, predict the reaction product. The product is: [C:8]([O:1][CH2:2][C@@H:3]1[S:7][CH2:6][CH2:5][O:4]1)(=[O:15])[C:9]1[CH:14]=[CH:13][CH:12]=[CH:11][CH:10]=1.